This data is from Retrosynthesis with 50K atom-mapped reactions and 10 reaction types from USPTO. The task is: Predict the reactants needed to synthesize the given product. (1) The reactants are: CCOC(=O)c1ccc(Cl)c(N)c1.COc1ncc2cc(C(=O)O)c(=O)[nH]c2n1. Given the product CCOC(=O)c1ccc(Cl)c(NC(=O)c2cc3cnc(OC)nc3[nH]c2=O)c1, predict the reactants needed to synthesize it. (2) Given the product Nc1ccc(-n2ccccc2=O)cc1F, predict the reactants needed to synthesize it. The reactants are: Nc1ccc(Br)cc1F.O=c1cccc[nH]1.